Dataset: Forward reaction prediction with 1.9M reactions from USPTO patents (1976-2016). Task: Predict the product of the given reaction. (1) Given the reactants [CH3:1][Si:2]([CH3:17])([CH3:16])[CH2:3][CH2:4][O:5][CH2:6][N:7]1[C:11]2[CH:12]=[CH:13][CH:14]=[CH:15][C:10]=2[N:9]=[CH:8]1.[Li+].C[Si]([N-][Si](C)(C)C)(C)C.CON(C)[C:31](=[O:47])[C:32]1[CH:37]=[CH:36][C:35]([B:38]2[O:42][C:41]([CH3:44])([CH3:43])[C:40]([CH3:46])([CH3:45])[O:39]2)=[CH:34][CH:33]=1.O, predict the reaction product. The product is: [CH3:43][C:41]1([CH3:44])[C:40]([CH3:45])([CH3:46])[O:39][B:38]([C:35]2[CH:34]=[CH:33][C:32]([C:31]([C:8]3[N:7]([CH2:6][O:5][CH2:4][CH2:3][Si:2]([CH3:17])([CH3:16])[CH3:1])[C:11]4[CH:12]=[CH:13][CH:14]=[CH:15][C:10]=4[N:9]=3)=[O:47])=[CH:37][CH:36]=2)[O:42]1. (2) Given the reactants C([O:3][C:4]([CH:6]1[C:18]2[C:17]3[C:12](=[CH:13][CH:14]=[CH:15][CH:16]=3)[N:11]([CH2:19][CH2:20][O:21][CH2:22][C:23]3[CH:28]=[CH:27][CH:26]=[CH:25][CH:24]=3)[C:10]=2[CH2:9][CH2:8][CH2:7]1)=[O:5])C.[OH-].[Na+], predict the reaction product. The product is: [CH2:22]([O:21][CH2:20][CH2:19][N:11]1[C:10]2[CH2:9][CH2:8][CH2:7][CH:6]([C:4]([OH:5])=[O:3])[C:18]=2[C:17]2[C:12]1=[CH:13][CH:14]=[CH:15][CH:16]=2)[C:23]1[CH:28]=[CH:27][CH:26]=[CH:25][CH:24]=1. (3) Given the reactants [CH2:1]([S:8][CH2:9][C@@H:10]([C:12]([OH:14])=[O:13])[NH2:11])[C:2]1[CH:7]=[CH:6][CH:5]=[CH:4][CH:3]=1.F[C:16]1[CH:21]=[CH:20][CH:19]=[CH:18][C:17]=1[N+:22]([O-:24])=[O:23].C(=O)([O-])[O-].[K+].[K+].CN(C)C=O, predict the reaction product. The product is: [CH:1](=[SH:8][CH2:9][CH:10]([NH:11][C:16]1[CH:21]=[CH:20][CH:19]=[CH:18][C:17]=1[N+:22]([O-:24])=[O:23])[C:12]([OH:14])=[O:13])[C:2]1[CH:7]=[CH:6][CH:5]=[CH:4][CH:3]=1. (4) Given the reactants C(Cl)(=O)C(Cl)=O.CS(C)=O.[OH:11][CH:12]([C:31]([CH3:34])([CH3:33])[CH3:32])[CH2:13][C:14]1[C:18]2[CH:19]=[C:20]([O:23][CH3:24])[CH:21]=[CH:22][C:17]=2[O:16][C:15]=1[C:25](=[O:30])[C:26]([CH3:29])([CH3:28])[CH3:27].C(N(CC)CC)C, predict the reaction product. The product is: [CH3:27][C:26]([CH3:29])([CH3:28])[C:25]([C:15]1[O:16][C:17]2[CH:22]=[CH:21][C:20]([O:23][CH3:24])=[CH:19][C:18]=2[C:14]=1[CH2:13][C:12](=[O:11])[C:31]([CH3:32])([CH3:33])[CH3:34])=[O:30]. (5) Given the reactants [Br:1][C:2]1[CH:7]=[CH:6][C:5]([N:8]2[C:12]3[C:13]([F:22])=[C:14]([F:21])[C:15]4[N:16]=[C:17]([CH3:20])[O:18][C:19]=4[C:11]=3[N:10]([S:23]([CH:26]3[CH2:28][CH2:27]3)(=[O:25])=[O:24])C2=O)=[C:4]([F:30])[CH:3]=1.[Li+].[OH-].FC1C2N=COC=2C(NS(C2CC2)(=O)=O)=C(NC2C=CC(I)=CC=2F)C=1F, predict the reaction product. The product is: [Br:1][C:2]1[CH:7]=[CH:6][C:5]([NH:8][C:12]2[C:13]([F:22])=[C:14]([F:21])[C:15]3[N:16]=[C:17]([CH3:20])[O:18][C:19]=3[C:11]=2[NH:10][S:23]([CH:26]2[CH2:28][CH2:27]2)(=[O:24])=[O:25])=[C:4]([F:30])[CH:3]=1. (6) Given the reactants Br[CH2:2][C:3]1[CH:8]=[CH:7][C:6]([C:9]2[N:13]=[C:12]([C:14]3[S:15][C:16]([C:25]([F:28])([F:27])[F:26])=[C:17]([C:19]4[CH:24]=[CH:23][CH:22]=[CH:21][CH:20]=4)[CH:18]=3)[O:11][N:10]=2)=[CH:5][CH:4]=1.[NH:29]1[CH:33]=[C:32]([C:34]([O:36][CH2:37][CH3:38])=[O:35])[CH:31]=[N:30]1.CC(C)([O-])C.[K+], predict the reaction product. The product is: [C:19]1([C:17]2[CH:18]=[C:14]([C:12]3[O:11][N:10]=[C:9]([C:6]4[CH:7]=[CH:8][C:3]([CH2:2][N:29]5[CH:33]=[C:32]([C:34]([O:36][CH2:37][CH3:38])=[O:35])[CH:31]=[N:30]5)=[CH:4][CH:5]=4)[N:13]=3)[S:15][C:16]=2[C:25]([F:27])([F:28])[F:26])[CH:20]=[CH:21][CH:22]=[CH:23][CH:24]=1. (7) Given the reactants Cl[C:2]1[N:3]=[C:4]2[CH:12]=[CH:11][CH:10]=[N:9][C:5]2=[N:6][C:7]=1[Cl:8].[C:13]1([S:19]([NH2:22])(=[O:21])=[O:20])[CH:18]=[CH:17][CH:16]=[CH:15][CH:14]=1.C([O-])([O-])=O.[K+].[K+], predict the reaction product. The product is: [Cl:8][C:7]1[N:6]=[C:5]2[N:9]=[CH:10][CH:11]=[CH:12][C:4]2=[N:3][C:2]=1[NH:22][S:19]([C:13]1[CH:18]=[CH:17][CH:16]=[CH:15][CH:14]=1)(=[O:21])=[O:20].